Predict the product of the given reaction. From a dataset of Forward reaction prediction with 1.9M reactions from USPTO patents (1976-2016). (1) Given the reactants [C:1]1([C:21]2[CH:26]=[CH:25][CH:24]=[CH:23][CH:22]=2)[CH:6]=[CH:5][CH:4]=[CH:3][C:2]=1[CH:7]([NH:14]S(C(C)(C)C)=O)[CH2:8][CH2:9][C:10]([O:12][CH3:13])=[O:11].Cl.O1CCOCC1, predict the reaction product. The product is: [C:1]1([C:21]2[CH:26]=[CH:25][CH:24]=[CH:23][CH:22]=2)[CH:6]=[CH:5][CH:4]=[CH:3][C:2]=1[CH:7]([NH2:14])[CH2:8][CH2:9][C:10]([O:12][CH3:13])=[O:11]. (2) The product is: [C:10]([C:2]1[CH:9]=[CH:8][C:5]([CH:6]=[O:7])=[CH:4][CH:3]=1)#[C:11][CH2:12][CH2:13][CH2:14][CH2:15][CH2:16][CH3:17]. Given the reactants Br[C:2]1[CH:9]=[CH:8][C:5]([CH:6]=[O:7])=[CH:4][CH:3]=1.[CH:10]#[C:11][CH2:12][CH2:13][CH2:14][CH2:15][CH2:16][CH3:17], predict the reaction product. (3) Given the reactants N1[C:9]2[C:4](=[CH:5][CH:6]=[CH:7][CH:8]=2)[C:3]2([C:21]3[C:12](=[CH:13][C:14]4[O:19][CH2:18][CH2:17][O:16][C:15]=4[CH:20]=3)[O:11][CH2:10]2)[C:2]1=[O:22].N1C2C(=CC=CC=2)[C:25]2([C:35]3=[CH:36][C:37]4OCO[C:38]=4[CH:42]=[C:34]3O[CH2:32]2)C1=O.BrCC1C=CC=CC=1[CH:52]([F:54])[F:53].CC1C=CC(S(OC[C@H]2COCCO2)(=O)=O)=CC=1, predict the reaction product. The product is: [F:53][CH:52]([F:54])[C:34]1[CH:42]=[CH:38][CH:37]=[CH:36][C:35]=1[CH2:25][CH:32]1[C:9]2[C:4](=[CH:5][CH:6]=[CH:7][CH:8]=2)[C:3]2([C:21]3[C:12](=[CH:13][C:14]4[O:19][CH2:18][CH2:17][O:16][C:15]=4[CH:20]=3)[O:11][CH2:10]2)[C:2]1=[O:22]. (4) Given the reactants [CH2:1]([C:4]([P:10]([OH:13])([OH:12])=[O:11])([P:6]([OH:9])([OH:8])=[O:7])[OH:5])[CH2:2][NH2:3].[OH-].[Na+:15].[OH-].[K+], predict the reaction product. The product is: [CH2:1]([C:4]([P:10]([O-:13])([OH:12])=[O:11])([P:6]([O-:8])([OH:9])=[O:7])[OH:5])[CH2:2][NH2:3].[Na+:15].[Na+:15]. (5) Given the reactants Cl[CH2:2][C:3]1[C:4]([CH3:9])=[CH:5][CH:6]=[CH:7][CH:8]=1.[Na].[SH:11][C:12]1[CH:17]=[CH:16][CH:15]=[CH:14][N+:13]=1[O-:18], predict the reaction product. The product is: [CH3:9][C:4]1[CH:5]=[CH:6][CH:7]=[CH:8][C:3]=1[CH2:2][S:11][C:12]1[CH:17]=[CH:16][CH:15]=[CH:14][N+:13]=1[O-:18]. (6) Given the reactants [Br:1][C:2]1[CH:3]=[C:4]2[C:9]([NH:10][C@@H:11]3[CH2:15][CH2:14][C@:13]([CH3:19])([C:16]([OH:18])=O)[C:12]3([CH3:21])[CH3:20])=[C:8]([C:22](=[O:24])[NH2:23])[CH:7]=[N:6][N:5]2[CH:25]=1.CC[N:28](C(C)C)C(C)C.CN(C(ON1N=NC2C=CC=NC1=2)=[N+](C)C)C.F[P-](F)(F)(F)(F)F.[Cl-].[NH4+], predict the reaction product. The product is: [Br:1][C:2]1[CH:3]=[C:4]2[C:9]([NH:10][C@@H:11]3[CH2:15][CH2:14][C@@:13]([C:16](=[O:18])[NH2:28])([CH3:19])[C:12]3([CH3:21])[CH3:20])=[C:8]([C:22]([NH2:23])=[O:24])[CH:7]=[N:6][N:5]2[CH:25]=1. (7) Given the reactants [N+:1]([C:4]1[CH:9]=[CH:8][C:7]([S:10]([NH:13][CH2:14][CH2:15][C:16]2[CH:21]=[CH:20][C:19]([O:22][C:23](=[O:32])[N:24]([CH3:31])[C:25]3[CH:30]=[CH:29][CH:28]=[CH:27][CH:26]=3)=[CH:18][CH:17]=2)(=[O:12])=[O:11])=[CH:6][CH:5]=1)([O-])=O, predict the reaction product. The product is: [NH2:1][C:4]1[CH:9]=[CH:8][C:7]([S:10]([NH:13][CH2:14][CH2:15][C:16]2[CH:21]=[CH:20][C:19]([O:22][C:23](=[O:32])[N:24]([CH3:31])[C:25]3[CH:26]=[CH:27][CH:28]=[CH:29][CH:30]=3)=[CH:18][CH:17]=2)(=[O:12])=[O:11])=[CH:6][CH:5]=1.